This data is from TCR-epitope binding with 47,182 pairs between 192 epitopes and 23,139 TCRs. The task is: Binary Classification. Given a T-cell receptor sequence (or CDR3 region) and an epitope sequence, predict whether binding occurs between them. The epitope is KTWGQYWQV. The TCR CDR3 sequence is CASSLLSEAFF. Result: 0 (the TCR does not bind to the epitope).